Dataset: Reaction yield outcomes from USPTO patents with 853,638 reactions. Task: Predict the reaction yield, written as a fraction of the theoretical maximum amount of product (1.0 means a 100% yield; for example, 0.34 means a 34% yield). (1) The product is [ClH:41].[C:1]([N:4]1[C:13]2[C:8](=[CH:9][C:10]([C:14]3[CH:32]=[CH:31][C:17]([C:18]([NH:20][CH2:21][CH2:22][NH2:23])=[O:19])=[CH:16][CH:15]=3)=[CH:11][CH:12]=2)[C@H:7]([NH:33][C:34]2[CH:39]=[CH:38][CH:37]=[CH:36][N:35]=2)[CH2:6][C@@H:5]1[CH3:40])(=[O:3])[CH3:2]. The reactants are [C:1]([N:4]1[C:13]2[C:8](=[CH:9][C:10]([C:14]3[CH:32]=[CH:31][C:17]([C:18]([NH:20][CH2:21][CH2:22][NH:23]C(=O)OC(C)(C)C)=[O:19])=[CH:16][CH:15]=3)=[CH:11][CH:12]=2)[C@H:7]([NH:33][C:34]2[CH:39]=[CH:38][CH:37]=[CH:36][N:35]=2)[CH2:6][C@@H:5]1[CH3:40])(=[O:3])[CH3:2].[ClH:41]. The yield is 0.970. The catalyst is O1CCOCC1. (2) The reactants are [NH2:1][C:2]1[CH:7]=[C:6]([O:8][C:9]2[CH:14]=[CH:13][C:12]([NH:15][C:16]([C:18]3([C:21]([NH:23][C:24]4[CH:29]=[CH:28][C:27]([F:30])=[CH:26][CH:25]=4)=[O:22])[CH2:20][CH2:19]3)=[O:17])=[C:11]([F:31])[CH:10]=2)[CH:5]=[CH:4][N:3]=1.[CH2:32]([N:34]([CH2:37][CH3:38])[CH2:35]C)C.ClC(OC1C=CC=CC=1)=[O:41].C(=O)([O-])O.[Na+]. The catalyst is O1CCCC1.C(OCC)(=O)C. The product is [N:34]1([C:32]([NH:1][C:2]2[CH:7]=[C:6]([O:8][C:9]3[CH:14]=[CH:13][C:12]([NH:15][C:16]([C:18]4([C:21]([NH:23][C:24]5[CH:25]=[CH:26][C:27]([F:30])=[CH:28][CH:29]=5)=[O:22])[CH2:20][CH2:19]4)=[O:17])=[C:11]([F:31])[CH:10]=3)[CH:5]=[CH:4][N:3]=2)=[O:41])[CH2:35][CH2:38][CH2:37]1. The yield is 0.720. (3) The reactants are [CH3:1][O:2][C:3]1[CH:8]=[C:7]([C:9]2[CH:13]=[C:12]([NH:14][C:15](=[O:32])[C@@H:16]([NH:24]C(=O)OC(C)(C)C)[CH2:17][C:18]3[CH:23]=[CH:22][CH:21]=[CH:20][CH:19]=3)[N:11]([CH3:33])[N:10]=2)[CH:6]=[CH:5][N:4]=1.FC(F)(F)C(O)=O. The catalyst is ClCCl. The product is [NH2:24][C@@H:16]([CH2:17][C:18]1[CH:23]=[CH:22][CH:21]=[CH:20][CH:19]=1)[C:15]([NH:14][C:12]1[N:11]([CH3:33])[N:10]=[C:9]([C:7]2[CH:6]=[CH:5][N:4]=[C:3]([O:2][CH3:1])[CH:8]=2)[CH:13]=1)=[O:32]. The yield is 0.920. (4) The reactants are [I-].C[S+](C)(C)=O.[CH3:7]C([O-])(C)C.[K+].[CH2:13]([O:20][C:21]1[CH:26]=[CH:25][C:24](/[CH:27]=[CH:28]/[N+:29]([O-:31])=[O:30])=[CH:23][CH:22]=1)[C:14]1[CH:19]=[CH:18][CH:17]=[CH:16][CH:15]=1.O. The catalyst is CS(C)=O. The product is [CH2:13]([O:20][C:21]1[CH:26]=[CH:25][C:24]([C@@H:27]2[CH2:7][C@H:28]2[N+:29]([O-:31])=[O:30])=[CH:23][CH:22]=1)[C:14]1[CH:15]=[CH:16][CH:17]=[CH:18][CH:19]=1. The yield is 0.260. (5) The reactants are N[C:2]1[CH:3]=[C:4]([N:13]2[CH2:17][CH2:16][CH2:15][C:14]2=[O:18])[C:5]([F:12])=[C:6]([CH:11]=1)[C:7]([O:9][CH3:10])=[O:8].[BrH:19].N([O-])=O.[Na+]. No catalyst specified. The product is [Br:19][C:2]1[CH:3]=[C:4]([N:13]2[CH2:17][CH2:16][CH2:15][C:14]2=[O:18])[C:5]([F:12])=[C:6]([CH:11]=1)[C:7]([O:9][CH3:10])=[O:8]. The yield is 0.180. (6) The reactants are [CH2:1]([C:3]1[CH:18]=[C:17]([N+:19]([O-])=O)[CH:16]=[CH:15][C:4]=1[O:5][CH2:6][CH2:7][O:8][CH:9]1[CH2:14][CH2:13][CH2:12][CH2:11][O:10]1)[CH3:2].[H][H]. The catalyst is CO.[Pd]. The product is [CH2:1]([C:3]1[CH:18]=[C:17]([CH:16]=[CH:15][C:4]=1[O:5][CH2:6][CH2:7][O:8][CH:9]1[CH2:14][CH2:13][CH2:12][CH2:11][O:10]1)[NH2:19])[CH3:2]. The yield is 0.800. (7) The reactants are [Br:1][C:2]1[CH:3]=[CH:4][C:5]([N:8]2[CH:12]=[CH:11][C:10]([C:13]([C:15]3[CH:24]=[CH:23][C:18]4[NH:19][C:20](=[O:22])[S:21][C:17]=4[CH:16]=3)=[CH2:14])=[N:9]2)=[N:6][CH:7]=1. The catalyst is C(OCC)(=O)C.CN(C=O)C.[Pt]. The product is [Br:1][C:2]1[CH:3]=[CH:4][C:5]([N:8]2[CH:12]=[CH:11][C:10]([CH:13]([C:15]3[CH:24]=[CH:23][C:18]4[NH:19][C:20](=[O:22])[S:21][C:17]=4[CH:16]=3)[CH3:14])=[N:9]2)=[N:6][CH:7]=1. The yield is 0.750.